From a dataset of Reaction yield outcomes from USPTO patents with 853,638 reactions. Predict the reaction yield, written as a fraction of the theoretical maximum amount of product (1.0 means a 100% yield; for example, 0.34 means a 34% yield). (1) The reactants are [C:1]([O:5][C:6]([N:8]1[C:12]2[CH:13]=[CH:14][CH:15]=[CH:16][C:11]=2[N:10]=[C:9]1[CH2:17][NH:18][CH:19]1[C:28]2[N:27]=[CH:26][CH:25]=[CH:24][C:23]=2[CH2:22][CH2:21][CH2:20]1)=[O:7])([CH3:4])([CH3:3])[CH3:2].[O:29]=[C:30]1[C:38]2[C:33](=[CH:34][CH:35]=[CH:36][CH:37]=2)[C:32](=[O:39])[N:31]1[CH2:40][CH2:41][C:42]1([CH:45]=O)[CH2:44][CH2:43]1.[BH-](OC(C)=O)(OC(C)=O)OC(C)=O.[Na+]. The catalyst is C(Cl)Cl. The product is [C:1]([O:5][C:6]([N:8]1[C:12]2[CH:13]=[CH:14][CH:15]=[CH:16][C:11]=2[N:10]=[C:9]1[CH2:17][N:18]([CH2:45][C:42]1([CH2:41][CH2:40][N:31]2[C:30](=[O:29])[C:38]3[C:33](=[CH:34][CH:35]=[CH:36][CH:37]=3)[C:32]2=[O:39])[CH2:44][CH2:43]1)[CH:19]1[C:28]2[N:27]=[CH:26][CH:25]=[CH:24][C:23]=2[CH2:22][CH2:21][CH2:20]1)=[O:7])([CH3:4])([CH3:2])[CH3:3]. The yield is 0.290. (2) The reactants are C(N(C(C)C)C(C)C)C.[Br:10][C:11]1[C:19]2[C:18](Cl)=[N:17][CH:16]=[N:15][C:14]=2[NH:13][CH:12]=1.[NH:21]1[C:25]2[CH:26]=[CH:27][CH:28]=[CH:29][C:24]=2[N:23]=[C:22]1[C:30]1([CH2:36][NH2:37])[CH2:35][CH2:34][NH:33][CH2:32][CH2:31]1. The catalyst is C(O)CCC. The product is [NH:21]1[C:25]2[CH:26]=[CH:27][CH:28]=[CH:29][C:24]=2[N:23]=[C:22]1[C:30]1([CH2:36][NH2:37])[CH2:31][CH2:32][N:33]([C:18]2[C:19]3[C:11]([Br:10])=[CH:12][NH:13][C:14]=3[N:15]=[CH:16][N:17]=2)[CH2:34][CH2:35]1. The yield is 0.0691. (3) The reactants are [Br:1][C:2]1[CH:7]=[CH:6][C:5]([OH:8])=[C:4]([F:9])[CH:3]=1.C(=O)([O-])[O-].[K+].[K+].[CH2:16](Br)[C:17]1[CH:22]=[CH:21][CH:20]=[CH:19][CH:18]=1.O. The catalyst is CN(C)C=O. The product is [CH2:16]([O:8][C:5]1[CH:6]=[CH:7][C:2]([Br:1])=[CH:3][C:4]=1[F:9])[C:17]1[CH:22]=[CH:21][CH:20]=[CH:19][CH:18]=1. The yield is 1.00. (4) The reactants are [C:1]([C:3]1[CH:8]=[CH:7][C:6]([C:9]2([O:12][CH:13]([CH3:15])[CH3:14])[CH2:11][CH2:10]2)=[CH:5][C:4]=1C)#[CH:2].[CH2:17]([O:19][C:20](=[O:28])[C:21]1[CH:26]=[CH:25][C:24](I)=[CH:23][CH:22]=1)[CH3:18].[CH2:29](N(CC)CC)C. The catalyst is [Cu]I.Cl[Pd](Cl)([P](C1C=CC=CC=1)(C1C=CC=CC=1)C1C=CC=CC=1)[P](C1C=CC=CC=1)(C1C=CC=CC=1)C1C=CC=CC=1. The product is [CH:13]([O:12][C:9]1([C:6]2[CH:5]=[CH:4][C:3]([C:1]#[C:2][C:24]3[CH:25]=[CH:26][C:21]([C:20]([O:19][CH2:17][CH3:18])=[O:28])=[CH:22][CH:23]=3)=[CH:8][C:7]=2[CH3:29])[CH2:10][CH2:11]1)([CH3:14])[CH3:15]. The yield is 0.560.